From a dataset of hERG potassium channel inhibition data for cardiac toxicity prediction from Karim et al.. Regression/Classification. Given a drug SMILES string, predict its toxicity properties. Task type varies by dataset: regression for continuous values (e.g., LD50, hERG inhibition percentage) or binary classification for toxic/non-toxic outcomes (e.g., AMES mutagenicity, cardiotoxicity, hepatotoxicity). Dataset: herg_karim. (1) The compound is COc1cc(/C=C/c2nc3ccccc3[nH]2)ccc1-n1cnc(C)c1. The result is 1 (blocker). (2) The compound is CN(C)C(=O)C1CC2(CCN(c3cc(N)ccn3)CC2)c2ccccc21. The result is 1 (blocker).